Dataset: Full USPTO retrosynthesis dataset with 1.9M reactions from patents (1976-2016). Task: Predict the reactants needed to synthesize the given product. (1) Given the product [N:4]1[CH:5]=[CH:6][CH:7]=[CH:2][C:3]=1[C:2]1[C:3]([O:9][CH3:10])=[N:4][CH:5]=[C:6]([Br:8])[CH:7]=1, predict the reactants needed to synthesize it. The reactants are: Br[C:2]1[C:3]([O:9][CH3:10])=[N:4][CH:5]=[C:6]([Br:8])[CH:7]=1. (2) Given the product [NH2:7][C:8]1[CH:9]=[C:10]2[C:15](=[CH:16][C:17]=1[CH3:18])[N:14]([CH2:19][CH:20]([F:22])[F:21])[C:13](=[O:23])[CH2:12][CH2:11]2, predict the reactants needed to synthesize it. The reactants are: C(OC(=O)[NH:7][C:8]1[CH:9]=[C:10]2[C:15](=[CH:16][C:17]=1[CH3:18])[N:14]([CH2:19][CH:20]([F:22])[F:21])[C:13](=[O:23])[CH2:12][CH2:11]2)(C)(C)C.Cl.O1CCOCC1.C(=O)([O-])O.[Na+].